From a dataset of Full USPTO retrosynthesis dataset with 1.9M reactions from patents (1976-2016). Predict the reactants needed to synthesize the given product. (1) Given the product [CH2:36]([C:38]1[CH:39]=[CH:40][C:41]([C:44]2[CH:48]=[C:47]([C:49]([F:51])([F:52])[F:50])[S:46][C:45]=2[CH2:53][O:54][C:55]2[C:60]([F:61])=[CH:59][C:58]([CH2:62][CH2:63][C:64]([OH:66])=[O:65])=[CH:57][C:56]=2[F:69])=[CH:42][CH:43]=1)[CH3:37], predict the reactants needed to synthesize it. The reactants are: C(C1C=CC(C2C=C(C(F)(F)F)SC=2CO)=CC=1)C.OC1C(F)=CC(CCC(OCC)=O)=CC=1F.[CH2:36]([C:38]1[CH:43]=[CH:42][C:41]([C:44]2[CH:48]=[C:47]([C:49]([F:52])([F:51])[F:50])[S:46][C:45]=2[CH2:53][O:54][C:55]2[C:60]([F:61])=[CH:59][C:58]([CH2:62][CH2:63][C:64]([O:66]CC)=[O:65])=[CH:57][C:56]=2[F:69])=[CH:40][CH:39]=1)[CH3:37]. (2) Given the product [C:34]([O:33][C:31]([NH:30][CH2:29][CH2:28][CH2:27][O:1][C:2]1[CH:3]=[CH:4][C:5]([N+:12]([O-:14])=[O:13])=[C:6]([CH:8]([OH:11])[CH:9]=[CH2:10])[CH:7]=1)=[O:32])([CH3:37])([CH3:36])[CH3:35], predict the reactants needed to synthesize it. The reactants are: [OH:1][C:2]1[CH:3]=[CH:4][C:5]([N+:12]([O-:14])=[O:13])=[C:6]([CH:8]([OH:11])[CH:9]=[CH2:10])[CH:7]=1.[I-].[Na+].C(=O)([O-])[O-].[K+].[K+].S(C1C=CC(C)=CC=1)(O[CH2:27][CH2:28][CH2:29][NH:30][C:31]([O:33][C:34]([CH3:37])([CH3:36])[CH3:35])=[O:32])(=O)=O. (3) The reactants are: [Br:1][C:2]1[CH:7]=[CH:6][C:5]([C@H:8]([C:16]2[CH:21]=[CH:20][CH:19]=[CH:18][C:17]=2[CH3:22])[CH2:9][C:10](N(OC)C)=[O:11])=[CH:4][CH:3]=1.Br[C:24]1[CH:29]=[CH:28][N:27]=[C:26]([CH3:30])[CH:25]=1. Given the product [Br:1][C:2]1[CH:3]=[CH:4][C:5]([C@H:8]([C:16]2[CH:21]=[CH:20][CH:19]=[CH:18][C:17]=2[CH3:22])[CH2:9][C:10]([C:24]2[CH:29]=[CH:28][N:27]=[C:26]([CH3:30])[CH:25]=2)=[O:11])=[CH:6][CH:7]=1, predict the reactants needed to synthesize it.